Dataset: Full USPTO retrosynthesis dataset with 1.9M reactions from patents (1976-2016). Task: Predict the reactants needed to synthesize the given product. (1) Given the product [NH2:6][C:5]1[CH:7]=[CH:8][C:2]([Br:1])=[CH:3][C:4]=1/[CH:17]=[CH:16]/[C:15]([O:19][CH2:20][CH3:21])=[O:18], predict the reactants needed to synthesize it. The reactants are: [Br:1][C:2]1[CH:8]=[CH:7][C:5]([NH2:6])=[C:4](I)[CH:3]=1.C(=O)(O)[O-].[Na+].[C:15]([O:19][CH2:20][CH3:21])(=[O:18])[CH:16]=[CH2:17].CN(C=O)C. (2) Given the product [C:1]([O:5][C:6]([NH:8][CH2:9][CH2:10][CH2:11][C@@H:12]([CH2:30][C:31]1[N:32]=[CH:33][N:34]2[C:43]3[C:38](=[CH:39][CH:40]=[CH:41][CH:42]=3)[CH2:37][CH2:36][C:35]=12)[C:13]([OH:15])=[O:14])=[O:7])([CH3:4])([CH3:2])[CH3:3], predict the reactants needed to synthesize it. The reactants are: [C:1]([O:5][C:6]([NH:8][CH2:9][CH2:10][CH2:11][C@@H:12]([CH2:30][C:31]1[N:32]=[CH:33][N:34]2[C:43]3[C:38](=[CH:39][CH:40]=[CH:41][CH:42]=3)[CH2:37][CH2:36][C:35]=12)[C:13]([O:15][C@H](C1C=CC=CC=1)[C@@H](N1CCCC1)C)=[O:14])=[O:7])([CH3:4])([CH3:3])[CH3:2]. (3) Given the product [CH3:1][O:2][C:3]1[CH:8]=[CH:7][C:6]([C:9]2[CH:14]=[CH:13][N:12]=[C:11]3[NH:15][C:27]([C:24]4[CH:23]=[CH:22][C:21]([C:19]([O:18][CH3:17])=[O:20])=[CH:26][N:25]=4)=[N:16][C:10]=23)=[CH:5][CH:4]=1, predict the reactants needed to synthesize it. The reactants are: [CH3:1][O:2][C:3]1[CH:8]=[CH:7][C:6]([C:9]2[CH:14]=[CH:13][N:12]=[C:11]([NH2:15])[C:10]=2[NH2:16])=[CH:5][CH:4]=1.[CH3:17][O:18][C:19]([C:21]1[CH:22]=[CH:23][C:24]([C:27](O)=O)=[N:25][CH:26]=1)=[O:20].CN(C(ON1N=NC2C=CC=CC1=2)=[N+](C)C)C.F[P-](F)(F)(F)(F)F.CCN(C(C)C)C(C)C. (4) The reactants are: [CH:1]1([C:7]2[O:11][N:10]=[C:9]([C:12]3(O)[O:16][N:15]=[C:14]4[C:17]5[C:22]([CH2:23][CH2:24][CH:13]34)=[CH:21][C:20]([CH:25]=[CH2:26])=[CH:19][CH:18]=5)[C:8]=2[C:28]([F:31])([F:30])[F:29])[CH2:6][CH2:5][CH2:4][CH2:3][CH2:2]1.S(Cl)(Cl)=O. Given the product [CH:1]1([C:7]2[O:11][N:10]=[C:9]([C:12]3[O:16][N:15]=[C:14]4[C:17]5[C:22]([CH2:23][CH2:24][C:13]=34)=[CH:21][C:20]([CH:25]=[CH2:26])=[CH:19][CH:18]=5)[C:8]=2[C:28]([F:29])([F:30])[F:31])[CH2:2][CH2:3][CH2:4][CH2:5][CH2:6]1, predict the reactants needed to synthesize it. (5) Given the product [Cl:1][C:2]1[CH:3]=[CH:4][C:5]([N:8]([C@H:12]2[C:21]3[C:16](=[CH:17][CH:18]=[CH:19][CH:20]=3)[N:15]([C:22](=[O:32])[C:23]3[CH:28]=[CH:27][C:26]([OH:29])=[C:25]([F:31])[CH:24]=3)[C@@H:14]([CH3:33])[CH2:13]2)[C:9](=[O:11])[CH3:10])=[CH:6][CH:7]=1, predict the reactants needed to synthesize it. The reactants are: [Cl:1][C:2]1[CH:7]=[CH:6][C:5]([N:8]([C@H:12]2[C:21]3[C:16](=[CH:17][CH:18]=[CH:19][CH:20]=3)[N:15]([C:22](=[O:32])[C:23]3[CH:28]=[CH:27][C:26]([O:29]C)=[C:25]([F:31])[CH:24]=3)[C@@H:14]([CH3:33])[CH2:13]2)[C:9](=[O:11])[CH3:10])=[CH:4][CH:3]=1.B(Br)(Br)Br. (6) Given the product [Cl:12][C:13]1[CH:14]=[CH:15][C:16]([O:17][CH2:18][C:19]2[O:20][CH:2]=[C:3]([C:5]3[CH:10]=[CH:9][C:8]([OH:11])=[CH:7][CH:6]=3)[N:21]=2)=[CH:22][CH:23]=1, predict the reactants needed to synthesize it. The reactants are: Br[CH2:2][C:3]([C:5]1[CH:10]=[CH:9][C:8]([OH:11])=[CH:7][CH:6]=1)=O.[Cl:12][C:13]1[CH:23]=[CH:22][C:16]([O:17][CH2:18][C:19]([NH2:21])=[O:20])=[CH:15][CH:14]=1.CN1CCCC1=O.C(=O)([O-])O.[Na+].